From a dataset of Catalyst prediction with 721,799 reactions and 888 catalyst types from USPTO. Predict which catalyst facilitates the given reaction. (1) Reactant: [F:1][C:2]1[CH:7]=[CH:6][C:5]([F:8])=[CH:4][C:3]=1[CH:9]([S:20][C:21]1[CH:26]=[CH:25][C:24]([F:27])=[CH:23][CH:22]=1)[C:10]1[C:11]([CH3:19])=[CH:12][C:13]([C:16]([NH2:18])=[O:17])=[N:14][CH:15]=1.ClC1C=CC=C(C(OO)=[O:36])C=1. Product: [F:1][C:2]1[CH:7]=[CH:6][C:5]([F:8])=[CH:4][C:3]=1[CH:9]([S:20]([C:21]1[CH:26]=[CH:25][C:24]([F:27])=[CH:23][CH:22]=1)=[O:36])[C:10]1[C:11]([CH3:19])=[CH:12][C:13]([C:16]([NH2:18])=[O:17])=[N:14][CH:15]=1. The catalyst class is: 2. (2) Reactant: [CH3:1][C:2]1[N:3]=[C:4]([N:16]2[CH2:21][CH2:20][O:19][CH2:18][CH2:17]2)[C:5]2[S:10][C:9]([CH2:11][S:12][C:13](=O)[CH3:14])=[CH:8][C:6]=2[N:7]=1.C[O-].[Na+].[CH3:25][O:26][CH2:27]CCOS(C1C=CC(C)=CC=1)(=O)=O. Product: [CH3:25][O:26][CH2:27][CH2:14][CH2:13][S:12][CH2:11][C:9]1[S:10][C:5]2[C:4]([N:16]3[CH2:21][CH2:20][O:19][CH2:18][CH2:17]3)=[N:3][C:2]([CH3:1])=[N:7][C:6]=2[CH:8]=1. The catalyst class is: 5. (3) Reactant: [C:1]([O:5][C:6](=[O:13])[N:7]([CH2:9][CH2:10][CH2:11][Cl:12])[CH3:8])([CH3:4])([CH3:3])[CH3:2].CCN(C(C)C)C(C)C.[N:23]12[CH2:30][CH2:29][CH:26]([CH2:27][CH2:28]1)[C@@H:25]([O:31][C:32](=[O:47])[C:33]([OH:46])([C:40]1[CH:45]=[CH:44][CH:43]=[CH:42][CH:41]=1)[C:34]1[CH:39]=[CH:38][CH:37]=[CH:36][CH:35]=1)[CH2:24]2.C([O-])([O-])=O.[K+].[K+].[I-].[Na+]. Product: [Cl-:12].[C:1]([O:5][C:6]([N:7]([CH3:8])[CH2:9][CH2:10][CH2:11][N+:23]12[CH2:28][CH2:27][CH:26]([CH2:29][CH2:30]1)[C@@H:25]([O:31][C:32](=[O:47])[C:33]([OH:46])([C:34]1[CH:39]=[CH:38][CH:37]=[CH:36][CH:35]=1)[C:40]1[CH:45]=[CH:44][CH:43]=[CH:42][CH:41]=1)[CH2:24]2)=[O:13])([CH3:4])([CH3:3])[CH3:2]. The catalyst class is: 3. (4) Reactant: [C:1]1([CH2:11][NH2:12])[C:10]2[C:5](=[CH:6][CH:7]=[CH:8][CH:9]=2)[CH:4]=[CH:3][CH:2]=1.C([NH:16][C:17]1[CH:26]=[CH:25][CH:24]=[C:23]2[C:18]=1[CH:19]=[CH:20][CH:21]=[C:22]2[S:27]([Cl:30])(=[O:29])=[O:28])(=O)C.C(N(CC)CC)C.Cl. Product: [ClH:30].[NH2:16][C:17]1[CH:26]=[CH:25][CH:24]=[C:23]2[C:18]=1[CH:19]=[CH:20][CH:21]=[C:22]2[S:27]([NH:12][CH2:11][C:1]1[C:10]2[C:5](=[CH:6][CH:7]=[CH:8][CH:9]=2)[CH:4]=[CH:3][CH:2]=1)(=[O:29])=[O:28]. The catalyst class is: 7. (5) Reactant: C([O-])([O-])=O.[Cs+].[Cs+].Cl[C:8]1[CH:9]=[CH:10][C:11]2[N:12]([C:14]([C:17]([O:19][CH2:20][CH3:21])=[O:18])=[CH:15][N:16]=2)[N:13]=1.[F:22][C:23]([F:34])([F:33])[C:24]1[CH:29]=[CH:28][CH:27]=[CH:26][C:25]=1B(O)O. Product: [F:22][C:23]([F:34])([F:33])[C:24]1[CH:29]=[CH:28][CH:27]=[CH:26][C:25]=1[C:8]1[CH:9]=[CH:10][C:11]2[N:12]([C:14]([C:17]([O:19][CH2:20][CH3:21])=[O:18])=[CH:15][N:16]=2)[N:13]=1. The catalyst class is: 203. (6) Reactant: [F:1][CH:2]([F:14])[O:3][C:4]1[CH:5]=[C:6]2[C:10](=[CH:11][CH:12]=1)[NH:9][N:8]=[C:7]2[I:13].[CH3:15]C([O-])(C)C.[K+].CI. Product: [F:14][CH:2]([F:1])[O:3][C:4]1[CH:5]=[C:6]2[C:10](=[CH:11][CH:12]=1)[N:9]([CH3:15])[N:8]=[C:7]2[I:13]. The catalyst class is: 1.